From a dataset of Catalyst prediction with 721,799 reactions and 888 catalyst types from USPTO. Predict which catalyst facilitates the given reaction. Reactant: [N:1]1[CH:6]=[CH:5][CH:4]=[CH:3][C:2]=1[O:7][CH2:8][C:9]1[CH:14]=[CH:13][C:12]([CH2:15][C:16](Cl)=[N:17][OH:18])=[CH:11][CH:10]=1.[C:20]([C:22]1[C:23]([NH2:28])=[N:24][CH:25]=[CH:26][CH:27]=1)#[CH:21].C(N(CC)CC)C.O. Product: [N:1]1[CH:6]=[CH:5][CH:4]=[CH:3][C:2]=1[O:7][CH2:8][C:9]1[CH:14]=[CH:13][C:12]([CH2:15][C:16]2[CH:21]=[C:20]([C:22]3[C:23]([NH2:28])=[N:24][CH:25]=[CH:26][CH:27]=3)[O:18][N:17]=2)=[CH:11][CH:10]=1. The catalyst class is: 7.